This data is from Reaction yield outcomes from USPTO patents with 853,638 reactions. The task is: Predict the reaction yield, written as a fraction of the theoretical maximum amount of product (1.0 means a 100% yield; for example, 0.34 means a 34% yield). (1) The reactants are CS(C)=O.C(Cl)(=O)C(Cl)=O.[OH:11][CH2:12][C@@H:13]1[CH2:17][C:16](/[CH:18]=[CH:19]/[CH3:20])=[CH:15][N:14]1[C:21]([C:23]1[CH:28]=[C:27]([O:29][CH3:30])[C:26]([O:31][Si:32]([CH:39]([CH3:41])[CH3:40])([CH:36]([CH3:38])[CH3:37])[CH:33]([CH3:35])[CH3:34])=[CH:25][C:24]=1[NH:42][C:43](=[O:48])[O:44][CH2:45][CH:46]=[CH2:47])=[O:22].C(N(CC)CC)C. The catalyst is C(Cl)Cl. The product is [OH:11][C@@H:12]1[N:42]([C:43]([O:44][CH2:45][CH:46]=[CH2:47])=[O:48])[C:24]2[CH:25]=[C:26]([O:31][Si:32]([CH:39]([CH3:40])[CH3:41])([CH:33]([CH3:34])[CH3:35])[CH:36]([CH3:38])[CH3:37])[C:27]([O:29][CH3:30])=[CH:28][C:23]=2[C:21](=[O:22])[N:14]2[CH:15]=[C:16](/[CH:18]=[CH:19]/[CH3:20])[CH2:17][C@@H:13]12. The yield is 1.00. (2) The reactants are [N+:1]([C:4]1[CH:36]=[CH:35][C:7]([O:8][C:9]2[CH:14]=[C:13]([O:15][C:16]3[CH:21]=[CH:20][C:19]([N+:22]([O-])=O)=[CH:18][CH:17]=3)[CH:12]=[C:11]([O:25][C:26]3[CH:31]=[CH:30][C:29]([N+:32]([O-])=O)=[CH:28][CH:27]=3)[CH:10]=2)=[CH:6][CH:5]=1)([O-])=O.C(O)C.[H][H]. The catalyst is [Pd].C1COCC1. The product is [NH2:22][C:19]1[CH:20]=[CH:21][C:16]([O:15][C:13]2[CH:12]=[C:11]([O:25][C:26]3[CH:27]=[CH:28][C:29]([NH2:32])=[CH:30][CH:31]=3)[CH:10]=[C:9]([O:8][C:7]3[CH:35]=[CH:36][C:4]([NH2:1])=[CH:5][CH:6]=3)[CH:14]=2)=[CH:17][CH:18]=1. The yield is 1.00. (3) The reactants are [CH3:1][C:2]1[NH:6][N:5]=[C:4]([C:7]([OH:9])=O)[CH:3]=1.CCN=C=NCCCN(C)C.C1C=CC2N(O)N=NC=2C=1.[F:31][C:32]([C:35]1[CH:40]=[CH:39][C:38]([C:41](=[N:43]O)[NH2:42])=[CH:37][CH:36]=1)([CH3:34])[CH3:33]. The catalyst is CN(C=O)C. The product is [F:31][C:32]([C:35]1[CH:40]=[CH:39][C:38]([C:41]2[N:42]=[C:7]([C:4]3[CH:3]=[C:2]([CH3:1])[NH:6][N:5]=3)[O:9][N:43]=2)=[CH:37][CH:36]=1)([CH3:34])[CH3:33]. The yield is 0.640. (4) The product is [C:28]([O:12][C:7]1[C:6]([O:13][CH3:14])=[CH:5][C:4]([C:2](=[O:3])[CH3:1])=[CH:9][C:8]=1[O:10][CH3:11])(=[O:30])[CH3:29]. The yield is 0.990. The catalyst is ClCCl.O. The reactants are [CH3:1][C:2]([C:4]1[CH:9]=[C:8]([O:10][CH3:11])[C:7]([OH:12])=[C:6]([O:13][CH3:14])[CH:5]=1)=[O:3].C([O-])([O-])=O.[K+].[K+].C(N(CC)CC)C.[C:28](Cl)(=[O:30])[CH3:29]. (5) The reactants are [O:1]1[CH2:6][CH2:5][CH:4]([NH:7][CH2:8][C:9]([OH:11])=[O:10])[CH2:3][CH2:2]1.CCN(CC)CC.[O:19](C(OC(C)(C)C)=O)[C:20]([O:22][C:23]([CH3:26])([CH3:25])[CH3:24])=O.Cl.O.P. The catalyst is CN(C=O)C. The product is [C:23]([O:22][C:20]([N:7]([CH:4]1[CH2:3][CH2:2][O:1][CH2:6][CH2:5]1)[CH2:8][C:9]([OH:11])=[O:10])=[O:19])([CH3:26])([CH3:25])[CH3:24]. The yield is 0.430.